This data is from Full USPTO retrosynthesis dataset with 1.9M reactions from patents (1976-2016). The task is: Predict the reactants needed to synthesize the given product. (1) Given the product [CH3:24][N:2]([CH3:1])[S:3]([N:6]1[C:10]([CH2:11][C:13]2[CH:22]=[CH:21][C:16]3[O:17][CH2:18][CH2:19][O:20][C:15]=3[CH:14]=2)=[C:9]([CH3:23])[N:8]=[CH:7]1)(=[O:4])=[O:5], predict the reactants needed to synthesize it. The reactants are: [CH3:1][N:2]([CH3:24])[S:3]([N:6]1[C:10]([CH:11]([C:13]2[CH:22]=[CH:21][C:16]3[O:17][CH2:18][CH2:19][O:20][C:15]=3[CH:14]=2)O)=[C:9]([CH3:23])[N:8]=[CH:7]1)(=[O:5])=[O:4].[F-].C([N+](CCCC)(CCCC)CCCC)CCC. (2) Given the product [CH2:13]([N:10]1[C:6]2=[N:7][C:8]([CH3:9])=[C:3]([CH2:2][NH:1][C:29]([C:26]3[CH:25]=[N:24][C:23]([CH3:22])=[N:28][CH:27]=3)=[O:30])[C:4]([NH:15][CH:16]3[CH2:17][CH2:18][O:19][CH2:20][CH2:21]3)=[C:5]2[CH:12]=[N:11]1)[CH3:14], predict the reactants needed to synthesize it. The reactants are: [NH2:1][CH2:2][C:3]1[C:8]([CH3:9])=[N:7][C:6]2[N:10]([CH2:13][CH3:14])[N:11]=[CH:12][C:5]=2[C:4]=1[NH:15][CH:16]1[CH2:21][CH2:20][O:19][CH2:18][CH2:17]1.[CH3:22][C:23]1[N:28]=[CH:27][C:26]([C:29](O)=[O:30])=[CH:25][N:24]=1. (3) Given the product [CH:27]1([N:20]2[C:21]3[C:26](=[CH:25][CH:24]=[CH:23][CH:22]=3)[N:17]([C:15]([C:12]3([CH2:11][O:9][C:3]4[CH:4]=[C:5]([Cl:8])[CH:6]=[CH:7][C:2]=4[Cl:1])[CH2:14][CH2:13]3)=[O:16])[CH2:18][CH2:19]2)[CH2:28][CH2:29]1, predict the reactants needed to synthesize it. The reactants are: [Cl:1][C:2]1[CH:7]=[CH:6][C:5]([Cl:8])=[CH:4][C:3]=1[OH:9].Cl[CH2:11][C:12]1([C:15]([N:17]2[C:26]3[C:21](=[CH:22][CH:23]=[CH:24][CH:25]=3)[N:20]([CH:27]3[CH2:29][CH2:28]3)[CH2:19][CH2:18]2)=[O:16])[CH2:14][CH2:13]1.C(=O)([O-])[O-].[K+].[K+].